Dataset: Full USPTO retrosynthesis dataset with 1.9M reactions from patents (1976-2016). Task: Predict the reactants needed to synthesize the given product. Given the product [NH2:2][CH2:3][C:4]1([C:17]([NH:18][C:19]2[CH:24]=[CH:23][C:22]([F:25])=[CH:21][N:20]=2)=[O:26])[CH2:5][CH2:6][NH:7][CH2:8][CH2:9]1, predict the reactants needed to synthesize it. The reactants are: Cl.[NH2:2][CH2:3][C:4]1([C:17](=[O:26])[NH:18][C:19]2[CH:24]=[CH:23][C:22]([F:25])=[CH:21][N:20]=2)[CH2:9][CH2:8][N:7](C(OC(C)(C)C)=O)[CH2:6][CH2:5]1.